Dataset: NCI-60 drug combinations with 297,098 pairs across 59 cell lines. Task: Regression. Given two drug SMILES strings and cell line genomic features, predict the synergy score measuring deviation from expected non-interaction effect. (1) Drug 1: CN1C2=C(C=C(C=C2)N(CCCl)CCCl)N=C1CCCC(=O)O.Cl. Drug 2: CCN(CC)CCCC(C)NC1=C2C=C(C=CC2=NC3=C1C=CC(=C3)Cl)OC. Cell line: SK-OV-3. Synergy scores: CSS=14.3, Synergy_ZIP=-7.57, Synergy_Bliss=-3.06, Synergy_Loewe=-10.3, Synergy_HSA=-0.777. (2) Drug 1: C1=CN(C(=O)N=C1N)C2C(C(C(O2)CO)O)O.Cl. Drug 2: CC(C)NC(=O)C1=CC=C(C=C1)CNNC.Cl. Cell line: RPMI-8226. Synergy scores: CSS=13.5, Synergy_ZIP=-5.38, Synergy_Bliss=-0.296, Synergy_Loewe=-13.5, Synergy_HSA=-2.33. (3) Drug 1: CN1CCC(CC1)COC2=C(C=C3C(=C2)N=CN=C3NC4=C(C=C(C=C4)Br)F)OC. Drug 2: CCCS(=O)(=O)NC1=C(C(=C(C=C1)F)C(=O)C2=CNC3=C2C=C(C=N3)C4=CC=C(C=C4)Cl)F. Cell line: M14. Synergy scores: CSS=36.4, Synergy_ZIP=3.52, Synergy_Bliss=1.10, Synergy_Loewe=-15.3, Synergy_HSA=-0.591.